This data is from Forward reaction prediction with 1.9M reactions from USPTO patents (1976-2016). The task is: Predict the product of the given reaction. (1) Given the reactants [F:1][C:2]1[CH:7]=[C:6](B2OC(C)(C)C(C)(C)O2)[CH:5]=[CH:4][C:3]=1[C:17]1[N:18]=[CH:19][C:20]([NH2:23])=[N:21][CH:22]=1.Br[C:25]1[CH:30]=[CH:29][CH:28]=[CH:27][C:26]=1[S:31]([N:34]1[CH2:39][CH2:38][CH2:37][CH:36]([C:40]#[N:41])[CH2:35]1)(=[O:33])=[O:32], predict the reaction product. The product is: [NH2:23][C:20]1[N:21]=[CH:22][C:17]([C:3]2[CH:4]=[CH:5][C:6]([C:25]3[CH:30]=[CH:29][CH:28]=[CH:27][C:26]=3[S:31]([N:34]3[CH2:39][CH2:38][CH2:37][CH:36]([C:40]#[N:41])[CH2:35]3)(=[O:32])=[O:33])=[CH:7][C:2]=2[F:1])=[N:18][CH:19]=1. (2) Given the reactants C([N:4]1[CH2:10][C:9]([CH3:12])([CH3:11])[C:8](=[O:13])[N:7]([CH3:14])[C:6]2[CH:15]=[N:16][C:17]([Cl:19])=[N:18][C:5]1=2)C=C.O, predict the reaction product. The product is: [Cl:19][C:17]1[N:16]=[CH:15][C:6]2[N:7]([CH3:14])[C:8](=[O:13])[C:9]([CH3:11])([CH3:12])[CH2:10][NH:4][C:5]=2[N:18]=1. (3) Given the reactants Cl[C:2]1[C:7]([Cl:8])=[CH:6][CH:5]=[CH:4][C:3]=1[N+:9]([O-:11])=[O:10].[C:12]([NH2:16])([CH3:15])([CH3:14])[CH3:13], predict the reaction product. The product is: [C:12]([NH:16][C:2]1[C:3]([N+:9]([O-:11])=[O:10])=[CH:4][CH:5]=[CH:6][C:7]=1[Cl:8])([CH3:15])([CH3:14])[CH3:13]. (4) Given the reactants [CH2:1]([O:3][C:4]([C:6]1[C:7]([CH3:20])=[N:8][N:9]([C:11]2[C:16]([CH:17]=[O:18])=[CH:15][CH:14]=[CH:13][C:12]=2[F:19])[CH:10]=1)=[O:5])[CH3:2].[BH4-].[Na+], predict the reaction product. The product is: [F:19][C:12]1[CH:13]=[CH:14][CH:15]=[C:16]([CH2:17][OH:18])[C:11]=1[N:9]1[CH:10]=[C:6]([C:4]([O:3][CH2:1][CH3:2])=[O:5])[C:7]([CH3:20])=[N:8]1.